From a dataset of NCI-60 drug combinations with 297,098 pairs across 59 cell lines. Regression. Given two drug SMILES strings and cell line genomic features, predict the synergy score measuring deviation from expected non-interaction effect. (1) Drug 2: CCN(CC)CCCC(C)NC1=C2C=C(C=CC2=NC3=C1C=CC(=C3)Cl)OC. Cell line: HCT-15. Drug 1: C1=CC(=CC=C1CCC2=CNC3=C2C(=O)NC(=N3)N)C(=O)NC(CCC(=O)O)C(=O)O. Synergy scores: CSS=51.4, Synergy_ZIP=7.46, Synergy_Bliss=8.60, Synergy_Loewe=3.32, Synergy_HSA=12.0. (2) Drug 1: COC1=NC(=NC2=C1N=CN2C3C(C(C(O3)CO)O)O)N. Drug 2: C1=NNC2=C1C(=O)NC=N2. Cell line: SK-MEL-28. Synergy scores: CSS=4.09, Synergy_ZIP=1.54, Synergy_Bliss=6.20, Synergy_Loewe=4.42, Synergy_HSA=2.44. (3) Drug 1: CC1OCC2C(O1)C(C(C(O2)OC3C4COC(=O)C4C(C5=CC6=C(C=C35)OCO6)C7=CC(=C(C(=C7)OC)O)OC)O)O. Drug 2: CC12CCC3C(C1CCC2O)C(CC4=C3C=CC(=C4)O)CCCCCCCCCS(=O)CCCC(C(F)(F)F)(F)F. Cell line: IGROV1. Synergy scores: CSS=19.3, Synergy_ZIP=-10.4, Synergy_Bliss=-1.64, Synergy_Loewe=-6.63, Synergy_HSA=-1.41. (4) Drug 1: CN1CCC(CC1)COC2=C(C=C3C(=C2)N=CN=C3NC4=C(C=C(C=C4)Br)F)OC. Drug 2: C1CCC(C(C1)N)N.C(=O)(C(=O)[O-])[O-].[Pt+4]. Cell line: SW-620. Synergy scores: CSS=43.1, Synergy_ZIP=-0.336, Synergy_Bliss=0.0350, Synergy_Loewe=-14.2, Synergy_HSA=0.780. (5) Drug 1: C1CCC(C1)C(CC#N)N2C=C(C=N2)C3=C4C=CNC4=NC=N3. Drug 2: C1CNP(=O)(OC1)N(CCCl)CCCl. Cell line: SN12C. Synergy scores: CSS=-1.97, Synergy_ZIP=-0.941, Synergy_Bliss=-3.28, Synergy_Loewe=-8.87, Synergy_HSA=-5.57. (6) Cell line: COLO 205. Drug 2: COC1=NC(=NC2=C1N=CN2C3C(C(C(O3)CO)O)O)N. Synergy scores: CSS=15.4, Synergy_ZIP=4.57, Synergy_Bliss=10.5, Synergy_Loewe=-9.92, Synergy_HSA=1.87. Drug 1: C1=CC(=CC=C1CC(C(=O)O)N)N(CCCl)CCCl.Cl. (7) Drug 1: C1C(C(OC1N2C=C(C(=O)NC2=O)F)CO)O. Drug 2: CCC1(C2=C(COC1=O)C(=O)N3CC4=CC5=C(C=CC(=C5CN(C)C)O)N=C4C3=C2)O.Cl. Cell line: OVCAR3. Synergy scores: CSS=35.8, Synergy_ZIP=-5.10, Synergy_Bliss=-4.10, Synergy_Loewe=-5.87, Synergy_HSA=-1.37.